From a dataset of Forward reaction prediction with 1.9M reactions from USPTO patents (1976-2016). Predict the product of the given reaction. (1) Given the reactants [CH:1]1([CH2:4][NH2:5])[CH2:3][CH2:2]1.S=[C:7]1[CH2:11][S:10][C:9](=[O:12])[NH:8]1, predict the reaction product. The product is: [CH:1]1([CH2:4][NH:5][C:7]2[CH2:11][S:10][C:9](=[O:12])[N:8]=2)[CH2:3][CH2:2]1. (2) Given the reactants [Br-].[CH2:2]([P+](CCCC)(CCCC)CCCC)[CH:3]=[C:4]([CH2:6][CH2:7][CH:8]=[C:9]([CH2:11][CH2:12][CH:13]=[C:14]([CH3:16])[CH3:15])[CH3:10])[CH3:5].[CH3:30][C:31]1[CH2:36][CH2:35][CH2:34][C:33]([CH3:38])([CH3:37])[C:32]=1/[CH:39]=[CH:40]/[C:41](/[CH3:55])=[CH:42]/[CH:43]=[CH:44]/[C:45](/[CH3:54])=[CH:46]/[CH:47]=[CH:48]/[CH:49]=[C:50](/[CH:52]=O)\[CH3:51].C[O-].[Na+], predict the reaction product. The product is: [CH3:30][C:31]1[CH2:36][CH2:35][CH2:34][C:33]([CH3:38])([CH3:37])[C:32]=1/[CH:39]=[CH:40]/[C:41](/[CH3:55])=[CH:42]/[CH:43]=[CH:44]/[C:45](/[CH3:54])=[CH:46]/[CH:47]=[CH:48]/[CH:49]=[C:50](/[CH:52]=[CH:2]/[CH:3]=[C:4](/[CH2:6][CH2:7]/[CH:8]=[C:9](/[CH2:11][CH2:12][CH:13]=[C:14]([CH3:15])[CH3:16])\[CH3:10])\[CH3:5])\[CH3:51]. (3) Given the reactants Cl.[NH2:2][C:3]1[C:4]([C:13]([NH:15][C@@H:16]([CH:21]2[CH2:26][CH2:25][CH2:24][CH2:23][CH2:22]2)[C:17]([O:19][CH3:20])=[O:18])=[O:14])=[CH:5][C:6]2[C:11]([CH:12]=1)=[CH:10][CH:9]=[CH:8][CH:7]=2.[Cl:27][C:28]1[CH:33]=[C:32]([F:34])[CH:31]=[C:30]([Cl:35])[C:29]=1[N:36]=[C:37]=[O:38], predict the reaction product. The product is: [CH:21]1([C@H:16]([NH:15][C:13]([C:4]2[C:3]([NH:2][C:37]([NH:36][C:29]3[C:30]([Cl:35])=[CH:31][C:32]([F:34])=[CH:33][C:28]=3[Cl:27])=[O:38])=[CH:12][C:11]3[C:6](=[CH:7][CH:8]=[CH:9][CH:10]=3)[CH:5]=2)=[O:14])[C:17]([O:19][CH3:20])=[O:18])[CH2:26][CH2:25][CH2:24][CH2:23][CH2:22]1. (4) Given the reactants [P:1]([O:12][CH2:13][CH2:14][CH2:15][CH3:16])([O:7]CCCC)[O:2][CH2:3][CH2:4][CH2:5][CH3:6].Br[CH2:18][C:19]([O:21][CH2:22][CH3:23])=[O:20].BrCCCC, predict the reaction product. The product is: [CH2:13]([O:12][P:1]([CH2:18][C:19]([O:21][CH2:22][CH3:23])=[O:20])([O:2][CH2:3][CH2:4][CH2:5][CH3:6])=[O:7])[CH2:14][CH2:15][CH3:16]. (5) Given the reactants [Cl:1][CH2:2][C:3](=O)[CH2:4][C:5]([O:7][CH2:8][CH3:9])=[O:6].OS(O)(=O)=O.[CH3:16][C:17]1[C:22]([OH:23])=[CH:21][CH:20]=CC=1O, predict the reaction product. The product is: [Cl:1][CH2:2][C:3]1[C:9]2[C:8](=[C:17]([CH3:16])[C:22]([OH:23])=[CH:21][CH:20]=2)[O:7][C:5](=[O:6])[CH:4]=1. (6) Given the reactants C(OC([N:8]1[CH2:13][CH2:12][N:11]([CH2:14][C:15]2[CH:16]=[N:17][C:18]([NH:21][C:22]3[N:27]=[C:26]([C:28]4[CH:40]=[C:39]([F:41])[C:31]5[N:32]=[C:33]([CH3:38])[N:34]([CH:35]([CH3:37])[CH3:36])[C:30]=5[CH:29]=4)[C:25]([F:42])=[CH:24][N:23]=3)=[CH:19][CH:20]=2)[CH2:10][CH2:9]1)=O)(C)(C)C.Cl, predict the reaction product. The product is: [F:42][C:25]1[C:26]([C:28]2[CH:40]=[C:39]([F:41])[C:31]3[N:32]=[C:33]([CH3:38])[N:34]([CH:35]([CH3:37])[CH3:36])[C:30]=3[CH:29]=2)=[N:27][C:22]([NH:21][C:18]2[CH:19]=[CH:20][C:15]([CH2:14][N:11]3[CH2:10][CH2:9][NH:8][CH2:13][CH2:12]3)=[CH:16][N:17]=2)=[N:23][CH:24]=1. (7) Given the reactants C[O:2][C:3]([C:5]1[CH:6]=[C:7]([CH:21]=[CH:22][CH:23]=1)[CH2:8][N:9]1[C:18]2[CH2:17][CH2:16][CH2:15][CH2:14][C:13]=2[C:12](=[O:19])[NH:11][C:10]1=[O:20])=[O:4].[OH-].[Na+], predict the reaction product. The product is: [C:3]([C:5]1[CH:6]=[C:7]([CH:21]=[CH:22][CH:23]=1)[CH2:8][N:9]1[C:18]2[CH2:17][CH2:16][CH2:15][CH2:14][C:13]=2[C:12](=[O:19])[NH:11][C:10]1=[O:20])([OH:4])=[O:2]. (8) Given the reactants [CH2:1]([NH2:5])[CH2:2][CH2:3][CH3:4].C([O:8][C:9]([C:11]1[S:12][C:13]([N:16]2[CH2:21][CH2:20][N:19]([C:22](=[O:33])[C:23]3[CH:28]=[CH:27][CH:26]=[CH:25][C:24]=3[C:29]([F:32])([F:31])[F:30])[CH2:18][CH2:17]2)=[N:14][N:15]=1)=O)C, predict the reaction product. The product is: [CH2:1]([NH:5][C:9]([C:11]1[S:12][C:13]([N:16]2[CH2:17][CH2:18][N:19]([C:22](=[O:33])[C:23]3[CH:28]=[CH:27][CH:26]=[CH:25][C:24]=3[C:29]([F:32])([F:31])[F:30])[CH2:20][CH2:21]2)=[N:14][N:15]=1)=[O:8])[CH2:2][CH2:3][CH3:4]. (9) Given the reactants [Cl:1][C:2]1[C:7]2[N:8]([CH2:11][C@H:12]3[CH2:17][CH2:16][C@H:15]([CH3:18])[CH2:14][CH2:13]3)[CH:9]=[N:10][C:6]=2[CH:5]=[C:4]([Cl:19])[N:3]=1.P([O-])([O-])(O)=O.[Na+].[Na+].[Br:27]N1C(C)(C)C(=O)N(Br)C1=O, predict the reaction product. The product is: [Br:27][C:9]1[N:8]([CH2:11][C@H:12]2[CH2:17][CH2:16][C@H:15]([CH3:18])[CH2:14][CH2:13]2)[C:7]2[C:2]([Cl:1])=[N:3][C:4]([Cl:19])=[CH:5][C:6]=2[N:10]=1.